Task: Regression/Classification. Given a drug SMILES string, predict its absorption, distribution, metabolism, or excretion properties. Task type varies by dataset: regression for continuous measurements (e.g., permeability, clearance, half-life) or binary classification for categorical outcomes (e.g., BBB penetration, CYP inhibition). Dataset: cyp2d6_veith.. Dataset: CYP2D6 inhibition data for predicting drug metabolism from PubChem BioAssay (1) The compound is CCNc1ncc2ncc(=O)n(Cc3cccc(OC)c3)c2n1. The result is 0 (non-inhibitor). (2) The drug is O=C(CNC(=O)Cc1ccccc1)NCC(=O)OCc1ccccc1. The result is 0 (non-inhibitor). (3) The molecule is CO[C@@H]1[C@H](O)CC(=O)O[C@H](C)C/C=C\C=C/[C@H](O[C@H]2CC[C@H](N(C)C)[C@H](C)O2)[C@H](C)C[C@H](CC=O)[C@H]1O[C@H]1O[C@@H](C)[C@@H](O[C@@H]2C[C@](C)(O)[C@H](O)[C@H](C)O2)[C@@H](N(C)C)[C@@H]1O. The result is 0 (non-inhibitor). (4) The drug is NNC(=O)[C@@H](O)[C@H](O)[C@H](O)CO. The result is 0 (non-inhibitor).